This data is from NCI-60 drug combinations with 297,098 pairs across 59 cell lines. The task is: Regression. Given two drug SMILES strings and cell line genomic features, predict the synergy score measuring deviation from expected non-interaction effect. Drug 1: CC=C1C(=O)NC(C(=O)OC2CC(=O)NC(C(=O)NC(CSSCCC=C2)C(=O)N1)C(C)C)C(C)C. Drug 2: COCCOC1=C(C=C2C(=C1)C(=NC=N2)NC3=CC=CC(=C3)C#C)OCCOC.Cl. Cell line: NCIH23. Synergy scores: CSS=35.9, Synergy_ZIP=0.108, Synergy_Bliss=3.04, Synergy_Loewe=-37.0, Synergy_HSA=0.811.